This data is from Catalyst prediction with 721,799 reactions and 888 catalyst types from USPTO. The task is: Predict which catalyst facilitates the given reaction. (1) Reactant: [CH3:1][O:2][C:3]1[CH:4]=[C:5]2[C:10](=[CH:11][C:12]=1[O:13][CH3:14])[N:9]=[CH:8][N:7]=[C:6]2[O:15][C:16]1[CH:17]=[C:18]([CH:20]=[CH:21][CH:22]=1)[NH2:19].[C:23]([C:25]([C:28]1[CH:32]=[C:31]([NH:33][C:34](=O)[O:35]C2C=CC=CC=2)[N:30]([C:43]2[CH:48]=[CH:47][CH:46]=[CH:45][CH:44]=2)[N:29]=1)([CH3:27])[CH3:26])#[N:24]. Product: [C:23]([C:25]([C:28]1[CH:32]=[C:31]([NH:33][C:34]([NH:19][C:18]2[CH:20]=[CH:21][CH:22]=[C:16]([O:15][C:6]3[C:5]4[C:10](=[CH:11][C:12]([O:13][CH3:14])=[C:3]([O:2][CH3:1])[CH:4]=4)[N:9]=[CH:8][N:7]=3)[CH:17]=2)=[O:35])[N:30]([C:43]2[CH:48]=[CH:47][CH:46]=[CH:45][CH:44]=2)[N:29]=1)([CH3:27])[CH3:26])#[N:24]. The catalyst class is: 230. (2) Reactant: [OH:1][C:2]1[C:11]([CH3:12])=[C:10]2[C:5]([CH:6]=[C:7]([NH:14][C:15](=[O:24])[O:16][CH2:17][C:18]3[CH:23]=[CH:22][CH:21]=[CH:20][CH:19]=3)[C:8](=[O:13])[O:9]2)=[CH:4][CH:3]=1.C(N(CC)C(C)C)(C)C.[CH3:34][O:35][CH2:36]Cl. Product: [CH3:34][O:35][CH2:36][O:1][C:2]1[C:11]([CH3:12])=[C:10]2[C:5]([CH:6]=[C:7]([NH:14][C:15](=[O:24])[O:16][CH2:17][C:18]3[CH:19]=[CH:20][CH:21]=[CH:22][CH:23]=3)[C:8](=[O:13])[O:9]2)=[CH:4][CH:3]=1. The catalyst class is: 9. (3) Reactant: [Br:1][C:2]1[CH:7]=[C:6](F)[C:5]([N+:9]([O-:11])=[O:10])=[CH:4][C:3]=1[F:12].[H-].[Na+].[CH3:15][O:16][C:17]1[CH:18]=[C:19]([OH:23])[CH:20]=[CH:21][CH:22]=1. Product: [Br:1][C:2]1[CH:7]=[C:6]([O:23][C:19]2[CH:20]=[CH:21][CH:22]=[C:17]([O:16][CH3:15])[CH:18]=2)[C:5]([N+:9]([O-:11])=[O:10])=[CH:4][C:3]=1[F:12]. The catalyst class is: 1. (4) Reactant: Cl[C:2]1[N:7]=[C:6]([C:8]2[CH:9]=[C:10]([CH:20]=[C:21]([F:24])[C:22]=2[CH3:23])[C:11]([NH:13][C:14]2[N:18]([CH3:19])[N:17]=[CH:16][CH:15]=2)=[O:12])[CH:5]=[CH:4][C:3]=1[C:25]([C:27]1[CH:32]=[CH:31][C:30]([F:33])=[CH:29][CH:28]=1)=O.O.[NH2:35][NH2:36]. Product: [F:24][C:21]1[CH:20]=[C:10]([CH:9]=[C:8]([C:6]2[N:7]=[C:2]3[NH:35][N:36]=[C:25]([C:27]4[CH:32]=[CH:31][C:30]([F:33])=[CH:29][CH:28]=4)[C:3]3=[CH:4][CH:5]=2)[C:22]=1[CH3:23])[C:11]([NH:13][C:14]1[N:18]([CH3:19])[N:17]=[CH:16][CH:15]=1)=[O:12]. The catalyst class is: 20. (5) Reactant: [CH3:1][O:2][C:3](=[O:27])[CH2:4][O:5][C:6]1[CH:26]=[CH:25][C:9]([CH2:10][N:11]2[C:19]3[C:14](=[CH:15][C:16]([C:20](O)=[O:21])=[CH:17][CH:18]=3)[C:13]([CH3:23])=[C:12]2[CH3:24])=[CH:8][CH:7]=1.Cl.[CH:29]1([C:32]2[CH:33]=[C:34]([C@@H:38]([NH2:40])[CH3:39])[CH:35]=[CH:36][CH:37]=2)[CH2:31][CH2:30]1.CCN(C(C)C)C(C)C.CN(C(ON1N=NC2C=CC=NC1=2)=[N+](C)C)C.F[P-](F)(F)(F)(F)F. Product: [CH:29]1([C:32]2[CH:33]=[C:34]([C@@H:38]([NH:40][C:20]([C:16]3[CH:15]=[C:14]4[C:19](=[CH:18][CH:17]=3)[N:11]([CH2:10][C:9]3[CH:8]=[CH:7][C:6]([O:5][CH2:4][C:3]([O:2][CH3:1])=[O:27])=[CH:26][CH:25]=3)[C:12]([CH3:24])=[C:13]4[CH3:23])=[O:21])[CH3:39])[CH:35]=[CH:36][CH:37]=2)[CH2:31][CH2:30]1. The catalyst class is: 124. (6) Reactant: [H-].[Na+].[N:3]1([CH2:8][CH2:9][CH:10]=[CH:11][C:12]2[CH:17]=[CH:16][C:15]([OH:18])=[CH:14][CH:13]=2)[CH:7]=[CH:6][N:5]=[N:4]1.Cl[CH2:20][C:21]1[N:22]=[C:23]([CH:26]=[CH:27][C:28]2[CH:33]=[CH:32][C:31]([S:34]([C:36]([F:39])([F:38])[F:37])=[O:35])=[CH:30][CH:29]=2)[O:24][CH:25]=1.O. Product: [F:39][C:36]([F:37])([F:38])[S:34]([C:31]1[CH:32]=[CH:33][C:28]([CH:27]=[CH:26][C:23]2[O:24][CH:25]=[C:21]([CH2:20][O:18][C:15]3[CH:14]=[CH:13][C:12]([CH:11]=[CH:10][CH2:9][CH2:8][N:3]4[CH:7]=[CH:6][N:5]=[N:4]4)=[CH:17][CH:16]=3)[N:22]=2)=[CH:29][CH:30]=1)=[O:35]. The catalyst class is: 3. (7) Reactant: [Br:1][C:2]1[CH:7]=[CH:6][C:5]([C:8](=[N:12][C:13]([C:15]2[C:24]3[C:19](=[CH:20][CH:21]=[CH:22][CH:23]=3)[CH:18]=[CH:17][CH:16]=2)=O)OCC)=[CH:4][CH:3]=1.[C:25]1([NH:35][NH2:36])[C:34]2[C:29](=[CH:30][CH:31]=[CH:32][CH:33]=2)[CH:28]=[CH:27][CH:26]=1. Product: [Br:1][C:2]1[CH:7]=[CH:6][C:5]([C:8]2[N:12]=[C:13]([C:15]3[C:24]4[C:19](=[CH:20][CH:21]=[CH:22][CH:23]=4)[CH:18]=[CH:17][CH:16]=3)[N:35]([C:25]3[C:34]4[C:29](=[CH:30][CH:31]=[CH:32][CH:33]=4)[CH:28]=[CH:27][CH:26]=3)[N:36]=2)=[CH:4][CH:3]=1. The catalyst class is: 53.